This data is from Reaction yield outcomes from USPTO patents with 853,638 reactions. The task is: Predict the reaction yield, written as a fraction of the theoretical maximum amount of product (1.0 means a 100% yield; for example, 0.34 means a 34% yield). (1) The catalyst is C(O)CCC. The product is [Br:1][C:2]1[CH:7]=[CH:6][N:5]=[C:4]2[NH:8][CH:9]=[C:10]([CH2:12][N:13]([CH3:15])[CH3:14])[C:3]=12. The yield is 0.420. The reactants are [Br:1][C:2]1[CH:7]=[CH:6][N:5]=[C:4]2[NH:8][CH:9]=[CH:10][C:3]=12.Cl.[CH3:12][NH:13][CH3:14].[CH2:15]=O. (2) The reactants are [CH3:1][O:2][C@H:3]1[C@@H:9]2[O:10][CH2:11][C@H:12]([O:13]C(C3C=CC=CC=3)=O)[C@@H:8]2[O:7][C@@H:4]1[O:5][CH3:6].[OH-].[Na+]. The catalyst is CO.C(OCC)(=O)C. The product is [CH3:1][O:2][C@H:3]1[C@@H:9]2[O:10][CH2:11][C@@H:12]([OH:13])[C@@H:8]2[O:7][C@@H:4]1[O:5][CH3:6]. The yield is 0.850. (3) The reactants are [Cl:1][C:2]1[N:7]=[C:6]([C:8]2[S:12][C:11]([C:13]([CH3:16])([CH3:15])[CH3:14])=[N:10][C:9]=2[C:17]2[C:18]([F:24])=[C:19]([CH:21]=[CH:22][CH:23]=2)[NH2:20])[CH:5]=[CH:4][N:3]=1.N1C=CC=CC=1.[F:31][C:32]1[CH:37]=[CH:36][C:35]([F:38])=[CH:34][C:33]=1[S:39](Cl)(=[O:41])=[O:40]. The catalyst is C(Cl)Cl. The product is [Cl:1][C:2]1[N:7]=[C:6]([C:8]2[S:12][C:11]([C:13]([CH3:16])([CH3:15])[CH3:14])=[N:10][C:9]=2[C:17]2[C:18]([F:24])=[C:19]([NH:20][S:39]([C:33]3[CH:34]=[C:35]([F:38])[CH:36]=[CH:37][C:32]=3[F:31])(=[O:41])=[O:40])[CH:21]=[CH:22][CH:23]=2)[CH:5]=[CH:4][N:3]=1. The yield is 0.458. (4) The reactants are [F:1][C:2]1[CH:7]=[CH:6][CH:5]=[C:4]([F:8])[C:3]=1[N:9]1[C:13]2[CH:14]=[CH:15][CH:16]=[CH:17][C:12]=2[NH:11][S:10]1(=[O:19])=[O:18].C1(P(C2C=CC=CC=2)C2C=CC=CC=2)C=CC=CC=1.[Br:39][CH2:40][CH2:41][CH2:42]O.N(C(OC(C)C)=O)=NC(OC(C)C)=O. The catalyst is O1CCCC1. The product is [Br:39][CH2:40][CH2:41][CH2:42][N:11]1[C:12]2[CH:17]=[CH:16][CH:15]=[CH:14][C:13]=2[N:9]([C:3]2[C:4]([F:8])=[CH:5][CH:6]=[CH:7][C:2]=2[F:1])[S:10]1(=[O:18])=[O:19]. The yield is 0.900.